From a dataset of Forward reaction prediction with 1.9M reactions from USPTO patents (1976-2016). Predict the product of the given reaction. (1) Given the reactants [CH3:1][O:2][C:3]1[C:4]([CH3:10])=[C:5]([CH:7]=[CH:8][CH:9]=1)[NH2:6].C[O:12][C:13]1C=CC=C(N)[CH:14]=1, predict the reaction product. The product is: [NH2:6][C:5]1[C:4]([CH3:10])=[C:3]([O:2][CH3:1])[CH:9]=[CH:8][C:7]=1[C:13](=[O:12])[CH3:14]. (2) Given the reactants [Br:1][C:2]1[C:11]2[C:6](=[CH:7][CH:8]=[CH:9][CH:10]=2)[C:5]([C:12]2[CH:17]=[CH:16][C:15]([Cl:18])=[CH:14][CH:13]=2)=[C:4]([CH:19]([O:25][C:26]([CH3:29])([CH3:28])[CH3:27])[C:20]([O:22]CC)=[O:21])[C:3]=1[CH3:30].O.CCO, predict the reaction product. The product is: [Br:1][C:2]1[C:11]2[C:6](=[CH:7][CH:8]=[CH:9][CH:10]=2)[C:5]([C:12]2[CH:13]=[CH:14][C:15]([Cl:18])=[CH:16][CH:17]=2)=[C:4]([CH:19]([O:25][C:26]([CH3:28])([CH3:27])[CH3:29])[C:20]([OH:22])=[O:21])[C:3]=1[CH3:30]. (3) Given the reactants [Si]([O:8][CH2:9][CH2:10][CH2:11][N:12]1[CH2:17][CH2:16][CH2:15][C:14]([F:19])([F:18])[CH2:13]1)(C(C)(C)C)(C)C, predict the reaction product. The product is: [F:19][C:14]1([F:18])[CH2:15][CH2:16][CH2:17][N:12]([CH2:11][CH2:10][CH2:9][OH:8])[CH2:13]1.